From a dataset of Reaction yield outcomes from USPTO patents with 853,638 reactions. Predict the reaction yield, written as a fraction of the theoretical maximum amount of product (1.0 means a 100% yield; for example, 0.34 means a 34% yield). (1) The reactants are Br[CH2:2][CH2:3][N:4]1[C:8]([CH2:9]Br)=[CH:7][C:6]([N+:11]([O-:13])=[O:12])=[N:5]1.[CH3:14][NH2:15]. The catalyst is O1CCCC1. The product is [CH3:14][N:15]1[CH2:2][CH2:3][N:4]2[N:5]=[C:6]([N+:11]([O-:13])=[O:12])[CH:7]=[C:8]2[CH2:9]1. The yield is 0.240. (2) The reactants are [Br:1][C:2]1[CH:7]=[C:6](Br)[C:5]([N+:9]([O-:11])=[O:10])=[CH:4][N:3]=1.Cl.[NH2:13][C@@H:14]([CH3:18])[CH:15]([OH:17])[CH3:16].C(N(CC)CC)C. The catalyst is O1CCCC1.O. The product is [Br:1][C:2]1[CH:7]=[C:6]([NH:13][C@@H:14]([CH3:18])[CH:15]([OH:17])[CH3:16])[C:5]([N+:9]([O-:11])=[O:10])=[CH:4][N:3]=1. The yield is 0.880.